Dataset: Catalyst prediction with 721,799 reactions and 888 catalyst types from USPTO. Task: Predict which catalyst facilitates the given reaction. (1) Reactant: [CH3:1][O:2][CH2:3][CH2:4][O:5][C:6](=[O:15])[NH:7][CH2:8][C@@H:9]1[CH2:14][CH2:13][CH2:12][NH:11][CH2:10]1.Cl[C:17]1[C:26]2[C:21](=[CH:22][C:23]([CH3:27])=[CH:24][CH:25]=2)[N:20]=[C:19]([C:28]2[C:33]([F:34])=[CH:32][CH:31]=[CH:30][C:29]=2[OH:35])[N:18]=1.C(N(CC)CC)C. Product: [CH3:1][O:2][CH2:3][CH2:4][O:5][C:6](=[O:15])[NH:7][CH2:8][C@@H:9]1[CH2:14][CH2:13][CH2:12][N:11]([C:17]2[C:26]3[C:21](=[CH:22][C:23]([CH3:27])=[CH:24][CH:25]=3)[N:20]=[C:19]([C:28]3[C:29]([OH:35])=[CH:30][CH:31]=[CH:32][C:33]=3[F:34])[N:18]=2)[CH2:10]1. The catalyst class is: 2. (2) Reactant: C[O:2][C:3](=[O:14])[C:4]1[CH:9]=[C:8]([F:10])[C:7]([I:11])=[C:6]([CH3:12])[C:5]=1[F:13]. Product: [F:13][C:5]1[C:6]([CH3:12])=[C:7]([I:11])[C:8]([F:10])=[CH:9][C:4]=1[C:3]([OH:14])=[O:2]. The catalyst class is: 562. (3) The catalyst class is: 26. Product: [CH:1]([NH:4][C:5]1[NH:10][C:9](=[O:11])[C:8]([C:13]2[N:18]=[CH:17][C:16]([O:19][C:20]3[CH:25]=[CH:24][N:23]=[C:22]([C:26]([NH:28][CH3:29])=[O:27])[CH:21]=3)=[CH:15][CH:14]=2)=[CH:7][N:6]=1)([CH3:3])[CH3:2]. Reactant: [CH:1]([NH:4][C:5]1[N:10]=[C:9]([O:11]C)[C:8]([C:13]2[N:18]=[CH:17][C:16]([O:19][C:20]3[CH:25]=[CH:24][N:23]=[C:22]([C:26]([NH:28][CH3:29])=[O:27])[CH:21]=3)=[CH:15][CH:14]=2)=[CH:7][N:6]=1)([CH3:3])[CH3:2].I[Si](C)(C)C.C(Cl)Cl.C1COCC1. (4) Reactant: [CH3:1][C:2]1[CH:6]=[C:5]([C:7]2[CH:12]=[CH:11][CH:10]=[CH:9][CH:8]=2)[NH:4][N:3]=1.Cl[CH2:14][C:15]1[CH:20]=[CH:19][C:18]([CH2:21][OH:22])=[CH:17][CH:16]=1.C(=O)([O-])[O-].[K+].[K+].C(O)(=O)CC(CC(O)=O)(C(O)=O)O. Product: [CH3:1][C:2]1[CH:6]=[C:5]([C:7]2[CH:8]=[CH:9][CH:10]=[CH:11][CH:12]=2)[N:4]([CH2:14][C:15]2[CH:20]=[CH:19][C:18]([CH2:21][OH:22])=[CH:17][CH:16]=2)[N:3]=1. The catalyst class is: 9. (5) Reactant: [CH:1]([C:3]1[CH:4]=[C:5]2[C:10](=[CH:11][CH:12]=1)[N:9]([C:13]([O:15][C:16]([CH3:19])([CH3:18])[CH3:17])=[O:14])[C:8]([CH3:21])([CH3:20])[CH:7]=[C:6]2[CH3:22])=[O:2].[BH4-].[Na+].[Cl-].[NH4+]. Product: [OH:2][CH2:1][C:3]1[CH:4]=[C:5]2[C:10](=[CH:11][CH:12]=1)[N:9]([C:13]([O:15][C:16]([CH3:19])([CH3:18])[CH3:17])=[O:14])[C:8]([CH3:21])([CH3:20])[CH:7]=[C:6]2[CH3:22]. The catalyst class is: 5. (6) Reactant: [F:1][C:2]([F:11])([F:10])[C:3]1[CH:4]=[CH:5][C:6]([NH2:9])=[N:7][CH:8]=1.CCN(CC)CC.[CH3:19][C:20]([CH3:25])([CH3:24])[C:21](Cl)=[O:22]. Product: [F:11][C:2]([F:1])([F:10])[C:3]1[CH:4]=[CH:5][C:6]([NH:9][C:21](=[O:22])[C:20]([CH3:25])([CH3:24])[CH3:19])=[N:7][CH:8]=1. The catalyst class is: 2. (7) Product: [CH2:12]([C:5]1[N:6]([CH2:7][C:8]([OH:11])([CH3:10])[CH3:9])[C:2]([I:19])=[C:3]([C:16]#[N:17])[N:4]=1)[CH2:13][CH2:14][CH3:15]. Reactant: N[C:2]1[N:6]([CH2:7][C:8]([OH:11])([CH3:10])[CH3:9])[C:5]([CH2:12][CH2:13][CH2:14][CH3:15])=[N:4][C:3]=1[C:16]#[N:17].C(I)[I:19].C(ON=O)CC(C)C. The catalyst class is: 22.